Regression. Given a peptide amino acid sequence and an MHC pseudo amino acid sequence, predict their binding affinity value. This is MHC class II binding data. From a dataset of Peptide-MHC class II binding affinity with 134,281 pairs from IEDB. (1) The peptide sequence is LKLTSGKIASCLNDN. The MHC is DRB1_0301 with pseudo-sequence DRB1_0301. The binding affinity (normalized) is 0.172. (2) The peptide sequence is DALTLRTATNIWIDH. The MHC is HLA-DPA10301-DPB10402 with pseudo-sequence HLA-DPA10301-DPB10402. The binding affinity (normalized) is 0.462.